From a dataset of Forward reaction prediction with 1.9M reactions from USPTO patents (1976-2016). Predict the product of the given reaction. (1) Given the reactants [CH3:1][O:2][C:3]1[CH:4]=[C:5]2[C:10](=[CH:11][CH:12]=1)[C:9](OC1C=CC=CC=1)=[N:8][CH:7]=[CH:6]2.C([O-])(=O)C.[NH4+:24], predict the reaction product. The product is: [NH2:24][C:9]1[C:10]2[C:5](=[CH:4][C:3]([O:2][CH3:1])=[CH:12][CH:11]=2)[CH:6]=[CH:7][N:8]=1. (2) Given the reactants C(Cl)(=O)C(Cl)=O.CS(C)=O.[C:11]([O:15][C:16]([N:18]1[CH2:24][CH2:23][C:22](=[O:25])[N:21]([CH2:26][CH2:27][CH2:28][OH:29])[CH2:20][C@H:19]1[CH3:30])=[O:17])([CH3:14])([CH3:13])[CH3:12].C(N(CC)CC)C.P([O-])(O)(O)=O.[K+], predict the reaction product. The product is: [C:11]([O:15][C:16]([N:18]1[CH2:24][CH2:23][C:22](=[O:25])[N:21]([CH2:26][CH2:27][CH:28]=[O:29])[CH2:20][C@H:19]1[CH3:30])=[O:17])([CH3:14])([CH3:13])[CH3:12]. (3) Given the reactants [CH2:1]([C:7]1[CH:12]=[CH:11][C:10]([N:13]=[N:14][C:15]2[CH:20]=[CH:19][C:18]([OH:21])=[CH:17][CH:16]=2)=[CH:9][CH:8]=1)[CH2:2][CH2:3][CH2:4][CH2:5][CH3:6].Br[CH2:23][CH2:24][CH2:25][CH2:26][CH2:27][CH2:28][OH:29].C(=O)([O-])[O-].[K+].[K+], predict the reaction product. The product is: [CH2:1]([C:7]1[CH:12]=[CH:11][C:10]([N:13]=[N:14][C:15]2[CH:20]=[CH:19][C:18]([O:21][CH2:23][CH2:24][CH2:25][CH2:26][CH2:27][CH2:28][OH:29])=[CH:17][CH:16]=2)=[CH:9][CH:8]=1)[CH2:2][CH2:3][CH2:4][CH2:5][CH3:6]. (4) The product is: [Br:12][C:13]1[CH:18]=[CH:17][C:16]([C:19]2[O:23][N:22]=[C:21]([CH3:24])[C:20]=2[CH:25]([NH:26][S:27]([CH3:30])(=[O:29])=[O:28])[C:6]#[C:5][Si:2]([CH3:4])([CH3:3])[CH3:1])=[CH:15][CH:14]=1. Given the reactants [CH3:1][Si:2]([C:5]#[CH:6])([CH3:4])[CH3:3].C([Zn]CC)C.[Br:12][C:13]1[CH:18]=[CH:17][C:16]([C:19]2[O:23][N:22]=[C:21]([CH3:24])[C:20]=2/[CH:25]=[N:26]/[S:27]([CH3:30])(=[O:29])=[O:28])=[CH:15][CH:14]=1, predict the reaction product. (5) Given the reactants [Br:1][C:2]1[C:8]([F:9])=[CH:7][C:5]([NH2:6])=[C:4]([F:10])[CH:3]=1.Cl[C:12](Cl)([O:14]C(=O)OC(Cl)(Cl)Cl)Cl.CCN(C(C)C)C(C)C.[CH:32]1([C:35]([N:37]2[CH2:41][CH2:40][C@@H:39]([CH2:42][C:43]([NH:45][NH2:46])=[O:44])[CH2:38]2)=[O:36])[CH2:34][CH2:33]1, predict the reaction product. The product is: [Br:1][C:2]1[C:8]([F:9])=[CH:7][C:5]([NH:6][C:12]([NH:46][NH:45][C:43](=[O:44])[CH2:42][C@@H:39]2[CH2:40][CH2:41][N:37]([C:35]([CH:32]3[CH2:34][CH2:33]3)=[O:36])[CH2:38]2)=[O:14])=[C:4]([F:10])[CH:3]=1. (6) Given the reactants [N:1]([C:4]1[C:13]([C:14]2[CH:19]=[CH:18][C:17]([O:20][CH2:21]C3C=CC=CC=3)=[CH:16][CH:15]=2)=[N:12][C:11]([C:28]2[CH:33]=[CH:32][C:31]([O:34][CH3:35])=[CH:30][CH:29]=2)=[CH:10][C:5]=1[C:6]([O:8][CH3:9])=[O:7])=[N+]=[N-].Cl[C:37]1[CH:42]=[CH:41][CH:40]=[CH:39][C:38]=1Cl, predict the reaction product. The product is: [CH2:21]([O:20][C:17]1[CH:18]=[CH:19][C:14]2[C:13]3[N:12]=[C:11]([C:28]4[CH:29]=[CH:30][C:31]([O:34][CH3:35])=[CH:32][CH:33]=4)[CH:10]=[C:5]([C:6]([O:8][CH3:9])=[O:7])[C:4]=3[NH:1][C:15]=2[CH:16]=1)[C:37]1[CH:42]=[CH:41][CH:40]=[CH:39][CH:38]=1. (7) Given the reactants C(=O)([O-])[O-].[Cs+].[Cs+].[F:7][C:8]1[CH:9]=[C:10]([CH:14]=[C:15]([N+:17]([O-:19])=[O:18])[CH:16]=1)[C:11]([OH:13])=[O:12].[CH2:20](Br)[C:21]1[CH:26]=[CH:25][CH:24]=[CH:23][CH:22]=1, predict the reaction product. The product is: [F:7][C:8]1[CH:9]=[C:10]([CH:14]=[C:15]([N+:17]([O-:19])=[O:18])[CH:16]=1)[C:11]([O:13][CH2:20][C:21]1[CH:26]=[CH:25][CH:24]=[CH:23][CH:22]=1)=[O:12].